Dataset: Reaction yield outcomes from USPTO patents with 853,638 reactions. Task: Predict the reaction yield, written as a fraction of the theoretical maximum amount of product (1.0 means a 100% yield; for example, 0.34 means a 34% yield). (1) The reactants are [CH:1]1([S:4]([C:7]2[CH:12]=[CH:11][C:10]([CH:13]([CH2:18][CH:19]3[CH2:24][CH2:23][O:22][CH2:21][CH2:20]3)[C:14](=[O:17])[CH:15]=[CH2:16])=[CH:9][CH:8]=2)(=[O:6])=[O:5])[CH2:3][CH2:2]1.[OH:25][CH:26]([C:31]1[S:35][C:34]([CH:36]=[O:37])=[N:33][CH:32]=1)[C:27]([OH:30])([CH3:29])[CH3:28].C(N(CC)CC)C.O1CCCC1. The catalyst is [Cl-].C([N+]1C(C)=C(CCO)SC=1)C1C=CC=CC=1.C(O)C. The product is [CH:1]1([S:4]([C:7]2[CH:8]=[CH:9][C:10]([CH:13]([CH2:18][CH:19]3[CH2:24][CH2:23][O:22][CH2:21][CH2:20]3)[C:14](=[O:17])[CH2:15][CH2:16][C:36]([C:34]3[S:35][C:31]([CH:26]([OH:25])[C:27]([OH:30])([CH3:28])[CH3:29])=[CH:32][N:33]=3)=[O:37])=[CH:11][CH:12]=2)(=[O:6])=[O:5])[CH2:3][CH2:2]1. The yield is 0.950. (2) The reactants are [H-].[Na+].[CH3:3]I.[F:5][C:6]1[CH:11]=[CH:10][C:9]([C:12]2[O:13][C:14]3[CH:25]=[C:24]([NH:26][S:27]([CH3:30])(=[O:29])=[O:28])[C:23]([C:31]4[CH:36]=[CH:35][CH:34]=[CH:33][CH:32]=4)=[CH:22][C:15]=3[C:16]=2[C:17]([O:19][CH2:20][CH3:21])=[O:18])=[CH:8][CH:7]=1. The catalyst is CN(C=O)C. The product is [F:5][C:6]1[CH:7]=[CH:8][C:9]([C:12]2[O:13][C:14]3[CH:25]=[C:24]([N:26]([CH3:3])[S:27]([CH3:30])(=[O:28])=[O:29])[C:23]([C:31]4[CH:32]=[CH:33][CH:34]=[CH:35][CH:36]=4)=[CH:22][C:15]=3[C:16]=2[C:17]([O:19][CH2:20][CH3:21])=[O:18])=[CH:10][CH:11]=1. The yield is 0.840. (3) The reactants are Cl[C:2]([O:4][CH3:5])=[O:3].[NH2:6][CH:7]([CH2:11][C:12]#[N:13])[C:8]([OH:10])=[O:9].[OH-].[Na+].Cl. The catalyst is C1COCC1. The product is [C:12]([CH2:11][CH:7]([NH:6][C:2]([O:4][CH3:5])=[O:3])[C:8]([OH:10])=[O:9])#[N:13]. The yield is 0.200. (4) The reactants are [C:1]([C:5]1[CH:23]=[CH:22][C:8]([CH2:9][N:10]2[C:18]3[C:13](=[CH:14][C:15]([N+:19]([O-])=O)=[CH:16][CH:17]=3)[CH:12]=[CH:11]2)=[CH:7][CH:6]=1)([CH3:4])([CH3:3])[CH3:2].NN.CCOC(C)=O. The catalyst is CCO.O.[Ni]. The product is [C:1]([C:5]1[CH:23]=[CH:22][C:8]([CH2:9][N:10]2[C:18]3[C:13](=[CH:14][C:15]([NH2:19])=[CH:16][CH:17]=3)[CH:12]=[CH:11]2)=[CH:7][CH:6]=1)([CH3:4])([CH3:2])[CH3:3]. The yield is 0.960. (5) The reactants are Cl[C:2]1[N:7]=[C:6]([C:8]2[C:16]3[C:11](=[N:12][CH:13]=[CH:14][CH:15]=3)[NH:10][N:9]=2)[C:5]([C:17]([F:20])([F:19])[F:18])=[CH:4][CH:3]=1.C([O-])([O-])=O.[K+].[K+].C([N:34]1[CH2:39][CH2:38][NH:37][CH2:36][CH:35]1[CH2:40][CH:41]([CH3:43])[CH3:42])(OC(C)(C)C)=O. The product is [CH2:40]([C@@H:35]1[NH:34][CH2:39][CH2:38][N:37]([C:2]2[N:7]=[C:6]([C:8]3[C:16]4[C:11](=[N:12][CH:13]=[CH:14][CH:15]=4)[NH:10][N:9]=3)[C:5]([C:17]([F:20])([F:19])[F:18])=[CH:4][CH:3]=2)[CH2:36]1)[CH:41]([CH3:43])[CH3:42]. The yield is 0.360. The catalyst is CN(C=O)C.CCOC(C)=O.C(O)(C(F)(F)F)=O.C(Cl)Cl. (6) The reactants are Br[CH2:2][C:3]1[S:7][N:6]=[C:5]([C:8]2[CH:13]=[CH:12][C:11]([Cl:14])=[CH:10][CH:9]=2)[N:4]=1.[F:15][C:16]1[C:23]([OH:24])=[CH:22][CH:21]=[C:20]([F:25])[C:17]=1[C:18]#[N:19].C(=O)([O-])[O-].[K+].[K+]. The catalyst is CN(C=O)C. The product is [Cl:14][C:11]1[CH:12]=[CH:13][C:8]([C:5]2[N:4]=[C:3]([CH2:2][O:24][C:23]3[C:16]([F:15])=[C:17]([C:20]([F:25])=[CH:21][CH:22]=3)[C:18]#[N:19])[S:7][N:6]=2)=[CH:9][CH:10]=1. The yield is 0.730. (7) The reactants are Cl[C:2]1C=C(C(OO)=O)C=CC=1.CS[C:14]1[CH:15]=[N:16][CH:17]=[C:18]([C:20]#[C:21][C:22]2[CH:27]=[CH:26][CH:25]=[CH:24][CH:23]=2)[CH:19]=1.[S:28]([O-:31])([O-:30])=S.[Na+].[Na+]. The catalyst is ClCCl. The product is [CH3:2][S:28]([C:14]1[CH:15]=[N:16][CH:17]=[C:18]([C:20]#[C:21][C:22]2[CH:27]=[CH:26][CH:25]=[CH:24][CH:23]=2)[CH:19]=1)(=[O:31])=[O:30]. The yield is 0.640.